Predict the reactants needed to synthesize the given product. From a dataset of Full USPTO retrosynthesis dataset with 1.9M reactions from patents (1976-2016). (1) Given the product [NH2:29][C:18]1[CH:17]=[C:16]([CH:21]=[CH:20][C:19]=1[N:22]1[CH2:27][CH2:26][O:25][CH2:24][C:23]1=[O:28])[C:15]([NH:14][C@H:9]([C:7]1[NH:6][C:5]2[CH:33]=[CH:34][C:2]([Cl:1])=[CH:3][C:4]=2[N:8]=1)[CH2:10][CH2:11][S:12][CH3:13])=[O:32], predict the reactants needed to synthesize it. The reactants are: [Cl:1][C:2]1[CH:34]=[CH:33][C:5]2[NH:6][C:7]([C@@H:9]([NH:14][C:15](=[O:32])[C:16]3[CH:21]=[CH:20][C:19]([N:22]4[CH2:27][CH2:26][O:25][CH2:24][C:23]4=[O:28])=[C:18]([N+:29]([O-])=O)[CH:17]=3)[CH2:10][CH2:11][S:12][CH3:13])=[N:8][C:4]=2[CH:3]=1.O.O.[Sn](Cl)Cl.C(=O)([O-])O.[Na+]. (2) Given the product [CH3:27][C:13]1([CH3:12])[CH2:18][CH2:17][CH2:16][CH:15]([CH:19]([O:21][C:22]([CH3:26])([CH3:25])[CH:23]=[O:24])[CH3:20])[CH2:14]1, predict the reactants needed to synthesize it. The reactants are: [Cr](Cl)([O-])(=O)=O.[NH+]1C=CC=CC=1.[CH3:12][C:13]1([CH3:27])[CH2:18][CH2:17][CH2:16][CH:15]([CH:19]([O:21][C:22]([CH3:26])([CH3:25])[CH2:23][OH:24])[CH3:20])[CH2:14]1. (3) Given the product [C:1]([O:5][C:6](=[O:53])[CH2:7][O:8][CH2:9][CH2:10][O:11][CH2:12][CH2:13][O:14][CH2:15][CH2:16][O:17][CH2:18][CH2:19][O:20][CH2:21][CH2:22][O:23][C:24]1[CH:25]=[CH:26][C:27]([O:30][CH2:31][CH2:32][O:33][CH2:34][CH2:35][O:36][CH2:37][CH2:38][O:39][CH2:40][CH2:41][O:42][CH2:43][CH2:44][OH:45])=[CH:28][CH:29]=1)([CH3:4])([CH3:2])[CH3:3], predict the reactants needed to synthesize it. The reactants are: [C:1]([O:5][C:6](=[O:53])[CH2:7][O:8][CH2:9][CH2:10][O:11][CH2:12][CH2:13][O:14][CH2:15][CH2:16][O:17][CH2:18][CH2:19][O:20][CH2:21][CH2:22][O:23][C:24]1[CH:29]=[CH:28][C:27]([O:30][CH2:31][CH2:32][O:33][CH2:34][CH2:35][O:36][CH2:37][CH2:38][O:39][CH2:40][CH2:41][O:42][CH2:43][CH2:44][O:45]CC2C=CC=CC=2)=[CH:26][CH:25]=1)([CH3:4])([CH3:3])[CH3:2].[H][H].C(OCC)(=O)C. (4) Given the product [NH2:8][C:5]1[CH:6]=[CH:7][C:2]([Cl:1])=[CH:3][C:4]=1[CH:16]([C:18]1[CH:23]=[CH:22][CH:21]=[C:20]([O:24][CH3:25])[C:19]=1[O:26][CH:27]([F:29])[F:28])[OH:17], predict the reactants needed to synthesize it. The reactants are: [Cl:1][C:2]1[CH:7]=[CH:6][C:5]([NH:8]C(=O)OC(C)(C)C)=[C:4]([CH:16]([C:18]2[CH:23]=[CH:22][CH:21]=[C:20]([O:24][CH3:25])[C:19]=2[O:26][CH:27]([F:29])[F:28])[OH:17])[CH:3]=1.Cl.[OH-].[Na+]. (5) Given the product [O:17]=[C:12]1[CH2:11][CH2:10][C:9]2[C:14](=[CH:15][CH:16]=[C:7]([C:4]3[CH:3]=[CH:2][C:1]([CH3:18])=[CH:6][CH:5]=3)[CH:8]=2)[CH:13]1[C:19]([O:20][CH2:21][CH3:22])=[O:23], predict the reactants needed to synthesize it. The reactants are: [C:1]1([CH3:18])[CH:6]=[CH:5][C:4]([C:7]2[CH:8]=[C:9]3[C:14](=[CH:15][CH:16]=2)[CH2:13][C:12](=[O:17])[CH2:11][CH2:10]3)=[CH:3][CH:2]=1.[C:19](=O)([O:23]CC)[O:20][CH2:21][CH3:22]. (6) The reactants are: [CH2:1]([C@@H:8]1[C:17]2[C:12](=[CH:13][CH:14]=[C:15]([O:18][CH3:19])[CH:16]=2)[CH2:11][CH2:10][C@@H:9]1[NH:20]C(=O)CC)[C:2]1[CH:7]=[CH:6][CH:5]=[CH:4][CH:3]=1.C(O)(=O)C.[S:29](=[O:33])(=[O:32])([OH:31])[OH:30]. Given the product [S:29]([OH:33])([OH:32])(=[O:31])=[O:30].[CH2:1]([C@@H:8]1[C:17]2[C:12](=[CH:13][CH:14]=[C:15]([O:18][CH3:19])[CH:16]=2)[CH2:11][CH2:10][C@@H:9]1[NH2:20])[C:2]1[CH:3]=[CH:4][CH:5]=[CH:6][CH:7]=1.[CH2:1]([C@@H:8]1[C:17]2[C:12](=[CH:13][CH:14]=[C:15]([O:18][CH3:19])[CH:16]=2)[CH2:11][CH2:10][C@@H:9]1[NH2:20])[C:2]1[CH:3]=[CH:4][CH:5]=[CH:6][CH:7]=1, predict the reactants needed to synthesize it. (7) The reactants are: [Br:1][C:2]1[CH:7]=[CH:6][CH:5]=[CH:4][C:3]=1[CH:8]1[CH2:14][N:13]([CH2:15][C:16](O)=[O:17])[C:12](=[O:19])[CH:11]([CH2:20][CH:21]([CH3:23])[CH3:22])[C:10]2[CH:24]=[CH:25][C:26]([Cl:28])=[CH:27][C:9]1=2.[NH:29]1[CH2:34][CH2:33][CH:32]([C:35]([O:37][CH2:38][CH3:39])=[O:36])[CH2:31][CH2:30]1.C(P(=O)(OCC)OCC)#N.C(N(CC)CC)C. Given the product [Br:1][C:2]1[CH:7]=[CH:6][CH:5]=[CH:4][C:3]=1[CH:8]1[C:9]2[CH:27]=[C:26]([Cl:28])[CH:25]=[CH:24][C:10]=2[CH:11]([CH2:20][CH:21]([CH3:23])[CH3:22])[C:12](=[O:19])[N:13]([CH2:15][C:16]([N:29]2[CH2:34][CH2:33][CH:32]([C:35]([O:37][CH2:38][CH3:39])=[O:36])[CH2:31][CH2:30]2)=[O:17])[CH2:14]1, predict the reactants needed to synthesize it. (8) Given the product [CH2:13]([O:12][C:10]([N:6]1[CH2:7][CH2:8][CH2:9][CH:5]1[CH:3]=[O:2])=[O:11])[C:14]1[CH:19]=[CH:18][CH:17]=[CH:16][CH:15]=1, predict the reactants needed to synthesize it. The reactants are: C[O:2][C:3]([CH:5]1[CH2:9][CH2:8][CH2:7][N:6]1[C:10]([O:12][CH2:13][C:14]1[CH:19]=[CH:18][CH:17]=[CH:16][CH:15]=1)=[O:11])=O.Cl.